Predict the reactants needed to synthesize the given product. From a dataset of Full USPTO retrosynthesis dataset with 1.9M reactions from patents (1976-2016). (1) Given the product [CH2:55]([O:57][C:58](=[O:80])[C:59]([CH3:61])([CH:62]1[CH2:63][CH2:64][N:65]([C:68]2[S:69][C:70]([C:73]3[CH:78]=[CH:77][CH:76]=[C:75]([NH:47][C:48]4[CH:53]=[C:52]([CH3:54])[CH:51]=[CH:50][N:49]=4)[N:74]=3)=[CH:71][N:72]=2)[CH2:66][CH2:67]1)[CH3:60])[CH3:56], predict the reactants needed to synthesize it. The reactants are: C1(P(C2C=CC=CC=2)C2C=CC3C(=CC=CC=3)C=2C2C3C(=CC=CC=3)C=CC=2P(C2C=CC=CC=2)C2C=CC=CC=2)C=CC=CC=1.[NH2:47][C:48]1[CH:53]=[C:52]([CH3:54])[CH:51]=[CH:50][N:49]=1.[CH2:55]([O:57][C:58](=[O:80])[C:59]([CH:62]1[CH2:67][CH2:66][N:65]([C:68]2[S:69][C:70]([C:73]3[CH:78]=[CH:77][CH:76]=[C:75](Br)[N:74]=3)=[CH:71][N:72]=2)[CH2:64][CH2:63]1)([CH3:61])[CH3:60])[CH3:56].C(=O)([O-])[O-].[Cs+].[Cs+]. (2) Given the product [OH:20][C:21]1[CH:22]=[C:23]([CH:26]=[CH:27][CH:28]=1)[CH:24]=[C:5]1[C:4](=[O:7])[N:3]([C:8]2[C:17]3[C:12](=[CH:13][CH:14]=[CH:15][CH:16]=3)[C:11]([C:18]#[N:19])=[CH:10][CH:9]=2)[C:2](=[O:1])[NH:6]1, predict the reactants needed to synthesize it. The reactants are: [O:1]=[C:2]1[NH:6][CH2:5][C:4](=[O:7])[N:3]1[C:8]1[C:17]2[C:12](=[CH:13][CH:14]=[CH:15][CH:16]=2)[C:11]([C:18]#[N:19])=[CH:10][CH:9]=1.[OH:20][C:21]1[CH:22]=[C:23]([CH:26]=[CH:27][CH:28]=1)[CH:24]=O. (3) Given the product [NH2:10][C:4]1[CH:3]=[C:2]([Br:1])[CH:25]=[CH:24][C:5]=1[C:6](=[O:27])[CH3:23], predict the reactants needed to synthesize it. The reactants are: [Br:1][C:2]1[CH:25]=[CH:24][C:5]2[C:6]([CH3:23])=NC(NC(=O)OCC3C=CC=CC=3)C(=O)[NH:10][C:4]=2[CH:3]=1.C(=O)([O-])[O-:27].[K+].[K+].IC.